This data is from Forward reaction prediction with 1.9M reactions from USPTO patents (1976-2016). The task is: Predict the product of the given reaction. (1) Given the reactants [N:1]1[CH:6]=[CH:5][CH:4]=[C:3]([C:7]2[CH:8]=[C:9]([NH2:13])[CH:10]=[CH:11][CH:12]=2)[CH:2]=1.[Cl:14][C:15]1[C:24]2[C:19](=[CH:20][C:21]([O:28][CH2:29][CH3:30])=[C:22]([O:25][CH2:26][CH3:27])[CH:23]=2)[N:18]=[CH:17][N:16]=1, predict the reaction product. The product is: [ClH:14].[CH2:26]([O:25][C:22]1[CH:23]=[C:24]2[C:19](=[CH:20][C:21]=1[O:28][CH2:29][CH3:30])[N:18]=[CH:17][N:16]=[C:15]2[NH:13][C:9]1[CH:10]=[CH:11][CH:12]=[C:7]([C:3]2[CH:2]=[N:1][CH:6]=[CH:5][CH:4]=2)[CH:8]=1)[CH3:27]. (2) Given the reactants Br[CH2:2][C:3]([NH:5][C:6]1[CH:11]=[CH:10][C:9]([Br:12])=[CH:8][C:7]=1[C:13](=O)[C:14]1[CH:19]=[CH:18][CH:17]=[CH:16][C:15]=1[F:20])=[O:4].CO.[NH3:24], predict the reaction product. The product is: [Br:12][C:9]1[CH:10]=[CH:11][C:6]2[NH:5][C:3](=[O:4])[CH2:2][N:24]=[C:13]([C:14]3[CH:19]=[CH:18][CH:17]=[CH:16][C:15]=3[F:20])[C:7]=2[CH:8]=1.